The task is: Predict the product of the given reaction.. This data is from Forward reaction prediction with 1.9M reactions from USPTO patents (1976-2016). Given the reactants [Cl:1][C:2]1[CH:14]=[C:13]([NH:15][C:16]2[C:25]3[C:20](=[CH:21][CH:22]=[CH:23][C:24]=3[O:26][CH:27]3[CH2:32][CH2:31][N:30]([CH3:33])[CH2:29][CH2:28]3)[N:19]=[CH:18][N:17]=2)[CH:12]=[CH:11][C:3]=1[C:4]([O:6]C(C)(C)C)=[O:5], predict the reaction product. The product is: [ClH:1].[Cl:1][C:2]1[CH:14]=[C:13]([NH:15][C:16]2[C:25]3[C:20](=[CH:21][CH:22]=[CH:23][C:24]=3[O:26][CH:27]3[CH2:32][CH2:31][N:30]([CH3:33])[CH2:29][CH2:28]3)[N:19]=[CH:18][N:17]=2)[CH:12]=[CH:11][C:3]=1[C:4]([OH:6])=[O:5].